From a dataset of Catalyst prediction with 721,799 reactions and 888 catalyst types from USPTO. Predict which catalyst facilitates the given reaction. (1) Reactant: [CH3:1][CH2:2][CH2:3][CH2:4][CH2:5][CH2:6][CH2:7][CH2:8][CH2:9][CH2:10][C@H:11]([OH:44])[C@@H:12]1[O:16][C@@H:15]([C@@H:17]2[O:21][C@@H:20]([C@H:22]([OH:43])[CH2:23][CH2:24][CH2:25][CH2:26][CH2:27][CH2:28][CH2:29][CH2:30][CH2:31][CH2:32][C@@H:33](O)[CH2:34][C:35]3[C:39](=[O:40])[O:38][C@@H:37]([CH3:41])[CH:36]=3)[CH2:19][CH2:18]2)[CH2:14][CH2:13]1. Product: [CH3:1][CH2:2][CH2:3][CH2:4][CH2:5][CH2:6][CH2:7][CH2:8][CH2:9][CH2:10][C@H:11]([OH:44])[C@@H:12]1[O:16][C@@H:15]([C@@H:17]2[O:21][C@@H:20]([C@H:22]([OH:43])[CH2:23][CH2:24][CH2:25][CH2:26][CH2:27][CH2:28][CH2:29][CH2:30][CH2:31][CH2:32][CH2:33][CH2:34][C:35]3[C:39](=[O:40])[O:38][C@@H:37]([CH3:41])[CH:36]=3)[CH2:19][CH2:18]2)[CH2:14][CH2:13]1.[CH3:1][CH2:2][CH2:3][CH2:4][CH2:5][CH2:6][CH2:7][CH2:8][CH2:9][CH2:10][CH:11]([OH:44])[CH:12]1[O:16][CH:15]([CH:17]2[O:21][CH:20]([CH:22]([OH:43])[CH2:23][CH2:24][CH2:25][CH2:26][CH2:27][CH2:28][CH2:29][CH2:30][CH2:31][CH2:32][CH2:33][CH2:34][C:35]3[C:39](=[O:40])[O:38][CH:37]([CH3:41])[CH:36]=3)[CH2:19][CH2:18]2)[CH2:14][CH2:13]1. The catalyst class is: 5. (2) Reactant: [Cl:1][C:2]1[CH:7]=[CH:6][C:5]([CH2:8][C:9](=O)[C:10]([O:12][CH2:13][CH3:14])=[O:11])=[CH:4][CH:3]=1.[C:16]1([NH:22]N)[CH:21]=[CH:20][CH:19]=[CH:18][CH:17]=1.C(O)C.Cl. Product: [Cl:1][C:2]1[CH:7]=[CH:6][C:5]([C:8]2[C:21]3[C:16](=[CH:17][CH:18]=[CH:19][CH:20]=3)[NH:22][C:9]=2[C:10]([O:12][CH2:13][CH3:14])=[O:11])=[CH:4][CH:3]=1. The catalyst class is: 445. (3) Reactant: P([O-])([O-])([O-])=O.[K+].[K+].[K+].CC1(C)C2C(=C(P(C3C=CC=CC=3)C3C=CC=CC=3)C=CC=2)OC2C(P(C3C=CC=CC=3)C3C=CC=CC=3)=CC=CC1=2.[CH3:51][O:52][C:53]1[CH:62]=[C:61]2[C:56]([C:57]([O:63][C:64]3[CH:69]=[CH:68][C:67]([NH2:70])=[CH:66][CH:65]=3)=[CH:58][CH:59]=[N:60]2)=[N:55][CH:54]=1.Cl[C:72]1[N:73]=[N:74][CH:75]=[C:76]([O:78][CH3:79])[CH:77]=1. Product: [CH3:79][O:78][C:76]1[CH:77]=[C:72]([NH:70][C:67]2[CH:68]=[CH:69][C:64]([O:63][C:57]3[C:56]4[C:61](=[CH:62][C:53]([O:52][CH3:51])=[CH:54][N:55]=4)[N:60]=[CH:59][CH:58]=3)=[CH:65][CH:66]=2)[N:73]=[N:74][CH:75]=1. The catalyst class is: 187. (4) Reactant: C([Li])CCC.[Br:6][C:7]1[CH:19]=[CH:18][C:17]2[C:16]3[C:11](=[CH:12][C:13](Br)=[CH:14][CH:15]=3)[C:10]([CH2:29][CH2:30][CH2:31][CH2:32][CH2:33][CH2:34][CH2:35][CH3:36])([CH2:21][CH2:22][CH2:23][CH2:24][CH2:25][CH2:26][CH2:27][CH3:28])[C:9]=2[CH:8]=1.C[O:38]B(OC)OC.Cl. Product: [Br:6][C:7]1[CH:19]=[CH:18][C:17]2[C:16]3[C:11](=[CH:12][C:13]([OH:38])=[CH:14][CH:15]=3)[C:10]([CH2:29][CH2:30][CH2:31][CH2:32][CH2:33][CH2:34][CH2:35][CH3:36])([CH2:21][CH2:22][CH2:23][CH2:24][CH2:25][CH2:26][CH2:27][CH3:28])[C:9]=2[CH:8]=1. The catalyst class is: 7. (5) Reactant: [CH:1]1([C:5]2[O:9][N:8]=[C:7]([C:10]3[C:15]([Cl:16])=[CH:14][CH:13]=[CH:12][C:11]=3[Cl:17])[C:6]=2[C:18](OCC)=[O:19])[CH2:4][CH2:3][CH2:2]1.[H-].C([Al+]CC(C)C)C(C)C.C1(C)C=CC=CC=1. Product: [CH:1]1([C:5]2[O:9][N:8]=[C:7]([C:10]3[C:11]([Cl:17])=[CH:12][CH:13]=[CH:14][C:15]=3[Cl:16])[C:6]=2[CH2:18][OH:19])[CH2:2][CH2:3][CH2:4]1. The catalyst class is: 1. (6) Reactant: [N:1]1([CH2:6][CH2:7][CH2:8][NH2:9])[CH:5]=[CH:4][N:3]=[CH:2]1.[CH2:10]([O:12][C:13]([C:15]1[C:16](=[O:35])[C:17]2[CH:22]=[N:21][C:20](S(C)(=O)=O)=[N:19][C:18]=2[N:27]([CH:29]2[CH2:34][CH2:33][CH2:32][CH2:31][CH2:30]2)[CH:28]=1)=[O:14])[CH3:11]. Product: [CH2:10]([O:12][C:13]([C:15]1[C:16](=[O:35])[C:17]2[CH:22]=[N:21][C:20]([NH:9][CH2:8][CH2:7][CH2:6][N:1]3[CH:5]=[CH:4][N:3]=[CH:2]3)=[N:19][C:18]=2[N:27]([CH:29]2[CH2:34][CH2:33][CH2:32][CH2:31][CH2:30]2)[CH:28]=1)=[O:14])[CH3:11]. The catalyst class is: 404. (7) Reactant: [CH3:1][C:2]1[CH:3]=[CH:4][C:5]2[S:9][C:8]([C:10]([OH:12])=[O:11])=[CH:7][C:6]=2[CH:13]=1.C(N1C=CN=C1)(N1C=CN=C1)=O.[C:26](O)([CH3:29])([CH3:28])[CH3:27].N12CCCN=C1CCCCC2. Product: [CH3:1][C:2]1[CH:3]=[CH:4][C:5]2[S:9][C:8]([C:10]([O:12][C:26]([CH3:29])([CH3:28])[CH3:27])=[O:11])=[CH:7][C:6]=2[CH:13]=1. The catalyst class is: 42.